Task: Binary Classification. Given a drug SMILES string, predict its activity (active/inactive) in a high-throughput screening assay against a specified biological target.. Dataset: Serine/threonine kinase 33 screen with 319,792 compounds (1) The compound is O=C(N1CCN(CC1)C(=O)c1cc(OC)c(OC)c(OC)c1)C(NC(=O)C)Cc1c(ccc(c1)C)C. The result is 0 (inactive). (2) The compound is Brc1cc(c2c3c(n(c(=O)n(c3=O)C)C)nc(N)c2C#N)ccc1. The result is 0 (inactive). (3) The compound is Fc1ccc(NC2CCCN(C2)C(=O)CCc2cn(nc2)C)cc1. The result is 0 (inactive). (4) The drug is FC(F)(F)c1nn(CC(=O)NNC(=O)C2CN(C(=O)C2)Cc2ccc(cc2)C)cc1. The result is 0 (inactive). (5) The drug is Brc1cc(c(NC(=O)CN(C(=O)Cc2sc(nc2c2ccc(F)cc2)C)C)cc1)C. The result is 0 (inactive). (6) The result is 0 (inactive). The molecule is S(c1n(CCOC)c(nn1)c1ccncc1)Cc1cc(F)c(OC)cc1. (7) The drug is O=C1C=C/C(=c2\[nH]nc(Nc3ccccc3)c3c2cccc3)C=C1. The result is 0 (inactive).